From a dataset of Forward reaction prediction with 1.9M reactions from USPTO patents (1976-2016). Predict the product of the given reaction. (1) The product is: [ClH:41].[ClH:41].[ClH:41].[ClH:41].[ClH:41].[F:1][C:2]1[CH:7]=[CH:6][C:5]([CH:8]([N:32]2[CH2:33][CH2:34][N:35]([CH:38]([CH3:40])[CH3:39])[CH2:36][CH2:37]2)[CH2:9][N:10]2[CH2:11][CH2:12][N:13]([CH2:16][CH2:17][CH2:18][C:19]3[C:20]([C:26]4[CH:31]=[CH:30][CH:29]=[CH:28][CH:27]=4)=[N:21][C:22]([NH2:25])=[N:23][CH:24]=3)[CH2:14][CH2:15]2)=[CH:4][CH:3]=1. Given the reactants [F:1][C:2]1[CH:7]=[CH:6][C:5]([CH:8]([N:32]2[CH2:37][CH2:36][N:35]([CH:38]([CH3:40])[CH3:39])[CH2:34][CH2:33]2)[CH2:9][N:10]2[CH2:15][CH2:14][N:13]([CH2:16][CH2:17][CH2:18][C:19]3[C:20]([C:26]4[CH:31]=[CH:30][CH:29]=[CH:28][CH:27]=4)=[N:21][C:22]([NH2:25])=[N:23][CH:24]=3)[CH2:12][CH2:11]2)=[CH:4][CH:3]=1.[ClH:41].O1CCOCC1, predict the reaction product. (2) Given the reactants [Br:1][C:2]1[CH:11]=[C:10]2[C:5]([CH:6]=[CH:7][N:8]=[CH:9]2)=[CH:4][C:3]=1[F:12].ClC1C=C2C(C=C[N+]([O-:24])=C2)=CC=1F, predict the reaction product. The product is: [Br:1][C:2]1[CH:11]=[C:10]2[C:5]([CH:6]=[CH:7][N+:8]([O-:24])=[CH:9]2)=[CH:4][C:3]=1[F:12]. (3) Given the reactants CC1(C)S[C@@H:5]2[C@H:7]([NH:10][C:11]([CH2:13]C3C=CC=CC=3)=O)[C:8](=[O:9])[N:4]2[C@H:3]1[C:20]([O-:22])=O.[Na+:24].C[C@@H]1O[C@@H](O[C@H]2[C@H](O)[C@@H](O)[C@H](N=C(N)N)[C@@H](O)[C@@H]2N=C(N)N)[C@H]([O:49][C@@H:50]2[O:55][C@@H](CO)[C@H](O)[C@@H](O)[C@@H]2NC)[C@@]1(O)C=O.[OH:65][S:66]([OH:69])(=O)=[O:67].[CH3:70][C@@H](NC)[C@H]1O[C@H](O[C@H]2[C@H](O)[C@@H](O[C@H]3OC[C@@](O)(C)[C@H](NC)[C@H]3O)[C@H](N)C[C@@H]2N)[C@H](N)CC1.N[C@H](C(O)=O)CCC(=O)N, predict the reaction product. The product is: [CH2:5]1[N:4]([CH2:3][CH2:20][OH:22])[CH2:8][CH2:7][N:10]([CH2:11][CH2:13][S:66]([OH:69])(=[O:67])=[O:65])[CH2:70]1.[C:50](=[O:55])([OH:9])[O-:49].[Na+:24]. (4) Given the reactants [CH2:1]([C@@:4]1([CH3:35])[CH2:9][C@H:8]([C:10]2[CH:15]=[CH:14][CH:13]=[C:12]([Cl:16])[CH:11]=2)[C@@H:7]([C:17]2[CH:22]=[CH:21][C:20]([Cl:23])=[CH:19][CH:18]=2)[N:6]([C@@H:24]([CH2:32][CH3:33])[CH2:25][S:26][CH2:27][Si](C)(C)C)[C:5]1=[O:34])[CH:2]=[CH2:3].O1CCCC1, predict the reaction product. The product is: [CH2:1]([C@@:4]1([CH3:35])[CH2:9][C@H:8]([C:10]2[CH:15]=[CH:14][CH:13]=[C:12]([Cl:16])[CH:11]=2)[C@@H:7]([C:17]2[CH:18]=[CH:19][C:20]([Cl:23])=[CH:21][CH:22]=2)[N:6]([C@@H:24]([CH2:32][CH3:33])[CH2:25][S:26][CH3:27])[C:5]1=[O:34])[CH:2]=[CH2:3]. (5) Given the reactants C([O:3][C:4](=[O:33])/[CH:5]=[C:6](/[CH:8]=[CH:9]/[C@@H:10]1[CH2:12][C@@:11]1([C:14]1[CH:15]=[C:16]([CH2:25][CH2:26][CH:27]([OH:32])[CH2:28][CH2:29][CH2:30][CH3:31])[C:17]2[O:21][CH2:20][C:19]([CH3:23])([CH3:22])[C:18]=2[CH:24]=1)[CH3:13])\[CH3:7])C.CO.O1CCCC1.[OH-].[Na+], predict the reaction product. The product is: [OH:32][CH:27]([CH2:28][CH2:29][CH2:30][CH3:31])[CH2:26][CH2:25][C:16]1[C:17]2[O:21][CH2:20][C:19]([CH3:23])([CH3:22])[C:18]=2[CH:24]=[C:14]([C@@:11]2([CH3:13])[CH2:12][C@H:10]2/[CH:9]=[CH:8]/[C:6](/[CH3:7])=[CH:5]/[C:4]([OH:33])=[O:3])[CH:15]=1. (6) Given the reactants Br[C:2]1[C:3]([N:22]2[CH2:26][CH2:25][C@@H:24]([OH:27])[CH2:23]2)=[N:4][CH:5]=[C:6]([CH:21]=1)[C:7]([NH:9][C:10]1[CH:15]=[CH:14][C:13]([O:16][C:17]([F:20])([F:19])[F:18])=[CH:12][CH:11]=1)=[O:8].[F:28][C:29]1[CH:34]=[C:33](B(O)O)[CH:32]=[C:31]([F:38])[N:30]=1, predict the reaction product. The product is: [F:28][C:29]1[CH:34]=[C:33]([C:2]2[C:3]([N:22]3[CH2:26][CH2:25][C@@H:24]([OH:27])[CH2:23]3)=[N:4][CH:5]=[C:6]([C:7]([NH:9][C:10]3[CH:15]=[CH:14][C:13]([O:16][C:17]([F:20])([F:19])[F:18])=[CH:12][CH:11]=3)=[O:8])[CH:21]=2)[CH:32]=[C:31]([F:38])[N:30]=1.